Task: Predict the reaction yield, written as a fraction of the theoretical maximum amount of product (1.0 means a 100% yield; for example, 0.34 means a 34% yield).. Dataset: Reaction yield outcomes from USPTO patents with 853,638 reactions (1) The reactants are [Br:1][C:2]1[CH:15]=[N:14][C:5]2[N:6]([C:11](=[O:13])[CH3:12])[C@@H:7]([CH3:10])[CH2:8][NH:9][C:4]=2[CH:3]=1.C(N(CC)C(C)C)(C)C.Cl[C:26]([O:28][CH:29]([CH3:31])[CH3:30])=[O:27]. The catalyst is C(OCC)(=O)C. The product is [C:11]([N:6]1[C@@H:7]([CH3:10])[CH2:8][N:9]([C:26]([O:28][CH:29]([CH3:31])[CH3:30])=[O:27])[C:4]2[CH:3]=[C:2]([Br:1])[CH:15]=[N:14][C:5]1=2)(=[O:13])[CH3:12]. The yield is 0.980. (2) The reactants are [CH2:1]([O:3][C:4](=[CH2:8])[C:5]([OH:7])=[O:6])[CH3:2].Br[CH2:10][C:11]1[CH:16]=[CH:15][CH:14]=[CH:13][CH:12]=1.C(=O)([O-])[O-].[K+].[K+]. The catalyst is CN(C=O)C. The product is [CH2:1]([O:3][C:4](=[CH2:8])[C:5]([O:7][CH2:10][C:11]1[CH:16]=[CH:15][CH:14]=[CH:13][CH:12]=1)=[O:6])[CH3:2]. The yield is 0.310. (3) The reactants are [CH:1]([C:19]([O:21]CC1C=CC=CC=1)=[O:20])([C:9]([O:11]CC1C=CC=CC=1)=[O:10])[C@@H:2]([C:4]([O:6][CH2:7][CH3:8])=[O:5])[CH3:3]. The catalyst is CO.[Pd]. The product is [CH2:7]([O:6][C:4](=[O:5])[C@H:2]([CH:1]([C:19]([OH:21])=[O:20])[C:9]([OH:11])=[O:10])[CH3:3])[CH3:8]. The yield is 0.830. (4) The catalyst is C1COCC1. The yield is 0.700. The reactants are [CH3:1][C:2](C)([O-:4])C.[K+].[CH3:7][C:8]([CH:10]1[CH2:12][CH2:11]1)=[O:9].C(OCC)(=O)C. The product is [CH:10]1([C:8](=[O:9])[CH2:7][C:2](=[O:4])[CH3:1])[CH2:12][CH2:11]1. (5) The reactants are [C:1]([C:3]1[S:7][C:6]([S:8][CH3:9])=[N:5][C:4]=1[N:10]=[CH:11][N:12](C)C)#[N:2].N[C:16]1[CH:21]=[C:20]([CH3:22])[CH:19]=[CH:18][C:17]=1[S:23][C:24]1[CH:29]=[CH:28][C:27]([NH:30][C:31](=[O:33])[CH3:32])=[CH:26][CH:25]=1.NC1C=C(OCC2C=CC=C(Br)C=2)C=CC=1SC1C=CC(O)=CC=1. The product is [CH3:22][C:20]1[CH:21]=[CH:16][C:17]([S:23][C:24]2[CH:29]=[CH:28][C:27]([NH:30][C:31](=[O:33])[CH3:32])=[CH:26][CH:25]=2)=[C:18]([NH:2][C:1]2[C:3]3[S:7][C:6]([S:8][CH3:9])=[N:5][C:4]=3[N:10]=[CH:11][N:12]=2)[CH:19]=1. The yield is 0.830. No catalyst specified.